Dataset: NCI-60 drug combinations with 297,098 pairs across 59 cell lines. Task: Regression. Given two drug SMILES strings and cell line genomic features, predict the synergy score measuring deviation from expected non-interaction effect. Drug 2: CN1C2=C(C=C(C=C2)N(CCCl)CCCl)N=C1CCCC(=O)O.Cl. Synergy scores: CSS=22.8, Synergy_ZIP=-2.41, Synergy_Bliss=-1.08, Synergy_Loewe=-28.3, Synergy_HSA=-3.23. Drug 1: C1=CC(=CC=C1CCC2=CNC3=C2C(=O)NC(=N3)N)C(=O)NC(CCC(=O)O)C(=O)O. Cell line: HOP-62.